This data is from Reaction yield outcomes from USPTO patents with 853,638 reactions. The task is: Predict the reaction yield, written as a fraction of the theoretical maximum amount of product (1.0 means a 100% yield; for example, 0.34 means a 34% yield). (1) The reactants are [Br:1][C:2]1[CH:3]=[CH:4][C:5]([OH:18])=[C:6]([C:8](=[O:17])[CH2:9][C:10]2[CH:15]=[CH:14][CH:13]=[C:12]([F:16])[CH:11]=2)[CH:7]=1.[C:19](O[C:19](=O)[CH2:20][CH2:21][CH3:22])(=O)[CH2:20][CH2:21][CH3:22].Cl. The catalyst is C(N(CC)CC)C. The product is [Br:1][C:2]1[CH:7]=[C:6]2[C:5](=[CH:4][CH:3]=1)[O:18][C:19]([CH2:20][CH2:21][CH3:22])=[C:9]([C:10]1[CH:15]=[CH:14][CH:13]=[C:12]([F:16])[CH:11]=1)[C:8]2=[O:17]. The yield is 0.230. (2) The reactants are [CH:1]1([C:6](=O)[CH2:7][C:8]#[N:9])[CH2:5][CH2:4][CH2:3][CH2:2]1.O.[NH2:12][NH2:13]. The catalyst is CCO. The product is [CH:1]1([C:6]2[NH:13][N:12]=[C:8]([NH2:9])[CH:7]=2)[CH2:5][CH2:4][CH2:3][CH2:2]1. The yield is 0.777. (3) The reactants are [I-].[F:2][C:3]([F:30])([C:26]([F:29])([F:28])[F:27])[CH2:4][CH2:5][CH2:6][P+](C1C=CC=CC=1)(C1C=CC=CC=1)C1C=CC=CC=1.CC([O-])(C)C.[K+].[O:37]1[CH2:41][CH2:40][CH2:39][CH:38]1O. The catalyst is C1COCC1. The product is [F:30][C:3]([F:2])([C:26]([F:27])([F:28])[F:29])[CH2:4][CH2:5][CH:6]=[CH:41][CH2:40][CH2:39][CH2:38][OH:37]. The yield is 0.660. (4) The reactants are [NH2:1][CH2:2][C:3]1[CH:8]=[CH:7][C:6]([C:9]2[C:14]([CH3:15])=[CH:13][CH:12]=[C:11]([NH:16][C:17]([C:19]3([C:22]4[CH:30]=[CH:29][C:25]5[O:26][CH2:27][O:28][C:24]=5[CH:23]=4)[CH2:21][CH2:20]3)=[O:18])[CH:10]=2)=[CH:5][CH:4]=1.[CH:31](=O)[CH2:32][CH3:33].[BH4-].[Na+]. The catalyst is ClCCl.COCCOC.O. The product is [O:26]1[C:25]2[CH:29]=[CH:30][C:22]([C:19]3([C:17]([NH:16][C:11]4[CH:10]=[C:9]([C:6]5[CH:5]=[CH:4][C:3]([CH2:2][NH:1][CH2:31][CH2:32][CH3:33])=[CH:8][CH:7]=5)[C:14]([CH3:15])=[CH:13][CH:12]=4)=[O:18])[CH2:20][CH2:21]3)=[CH:23][C:24]=2[O:28][CH2:27]1. The yield is 0.140. (5) The reactants are [NH2:1][C:2]1[S:3][C@:4]2([C:19]([O:21][CH2:22][CH3:23])=[O:20])[C@H:6]([C@:7]([C:10]3[CH:15]=[C:14]([NH2:16])[CH:13]=[C:12]([F:17])[C:11]=3[F:18])([CH3:9])[N:8]=1)[CH2:5]2.[Cl:24][C:25]1[CH:26]=[CH:27][C:28]([C:31](O)=[O:32])=[N:29][CH:30]=1.CCCP(=O)=O. The catalyst is CC(N(C)C)=O.CCOC(C)=O. The product is [NH2:1][C:2]1[S:3][C@:4]2([C:19]([O:21][CH2:22][CH3:23])=[O:20])[C@H:6]([C@:7]([C:10]3[CH:15]=[C:14]([NH:16][C:31](=[O:32])[C:28]4[CH:27]=[CH:26][C:25]([Cl:24])=[CH:30][N:29]=4)[CH:13]=[C:12]([F:17])[C:11]=3[F:18])([CH3:9])[N:8]=1)[CH2:5]2. The yield is 0.910. (6) The reactants are F[C:2](F)(F)[C:3]([OH:5])=O.[Cl:8][C:9]1[C:10]([F:49])=[C:11]([CH:15]2[C:19]([C:22]3[CH:27]=[CH:26][C:25]([Cl:28])=[CH:24][C:23]=3[F:29])([C:20]#[N:21])[CH:18]([CH2:30][C:31]([CH3:45])([CH3:44])[CH2:32][CH2:33][O:34][CH2:35][CH2:36][O:37]C(=O)C(F)(F)F)[NH:17][CH:16]2[C:46](O)=[O:47])[CH:12]=[CH:13][CH:14]=1.CC1(C)O[C@@H]([CH2:56][CH2:57][NH2:58])CO1.CN(C([O:67]N1N=NC2C=CC=NC1=2)=[N+](C)C)C.F[P-](F)(F)(F)(F)F.CCN(C(C)C)C(C)C.C([O-])([O-])=O.[K+].[K+].Cl. The catalyst is C(Cl)Cl.O1CCCC1. The product is [OH:67][C@H:2]([CH2:3][OH:5])[CH2:56][CH2:57][NH:58][C:46]([CH:16]1[CH:15]([C:11]2[CH:12]=[CH:13][CH:14]=[C:9]([Cl:8])[C:10]=2[F:49])[C:19]([C:22]2[CH:27]=[CH:26][C:25]([Cl:28])=[CH:24][C:23]=2[F:29])([C:20]#[N:21])[CH:18]([CH2:30][C:31]([CH3:44])([CH3:45])[CH2:32][CH2:33][O:34][CH2:35][CH2:36][OH:37])[NH:17]1)=[O:47]. The yield is 0.250. (7) The reactants are [NH2:1][C:2]1[C:3]([NH:28][CH:29]2[CH2:34][CH2:33][N:32]([C:35]([O:37][C:38]([CH3:41])([CH3:40])[CH3:39])=[O:36])[CH2:31][CH2:30]2)=[N:4][C:5]([N:14]2[C:18]3[CH:19]=[CH:20][CH:21]=[C:22]([O:23][CH3:24])[C:17]=3[N:16]=[C:15]2[CH:25]([F:27])[F:26])=[N:6][C:7]=1[N:8]1[CH2:13][CH2:12][O:11][CH2:10][CH2:9]1.[CH3:42]OC(OC)OC.O. The product is [F:27][CH:25]([F:26])[C:15]1[N:14]([C:5]2[N:4]=[C:3]3[C:2]([N:1]=[CH:42][N:28]3[CH:29]3[CH2:34][CH2:33][N:32]([C:35]([O:37][C:38]([CH3:41])([CH3:40])[CH3:39])=[O:36])[CH2:31][CH2:30]3)=[C:7]([N:8]3[CH2:9][CH2:10][O:11][CH2:12][CH2:13]3)[N:6]=2)[C:18]2[CH:19]=[CH:20][CH:21]=[C:22]([O:23][CH3:24])[C:17]=2[N:16]=1. No catalyst specified. The yield is 0.760. (8) The reactants are [CH2:1]([O:8][C:9]1[CH:14]=[C:13]([O:15][CH2:16][C:17]2[CH:22]=[CH:21][CH:20]=[CH:19][CH:18]=2)[C:12]([N:23]=[N+:24]=[N-:25])=[CH:11][C:10]=1[CH:26]([CH3:28])[CH3:27])[C:2]1[CH:7]=[CH:6][CH:5]=[CH:4][CH:3]=1.[CH3:29][O:30][C:31](=[O:54])[C:32]#[C:33][N:34]([C:47]([O:49][C:50]([CH3:53])([CH3:52])[CH3:51])=[O:48])[C:35]1[CH:40]=[CH:39][C:38]([N:41]2[CH2:46][CH2:45][O:44][CH2:43][CH2:42]2)=[CH:37][CH:36]=1.CCOC(C)=O.O. The catalyst is CN(C=O)C. The product is [CH3:29][O:30][C:31]([C:32]1[N:25]=[N:24][N:23]([C:12]2[CH:11]=[C:10]([CH:26]([CH3:28])[CH3:27])[C:9]([O:8][CH2:1][C:2]3[CH:3]=[CH:4][CH:5]=[CH:6][CH:7]=3)=[CH:14][C:13]=2[O:15][CH2:16][C:17]2[CH:18]=[CH:19][CH:20]=[CH:21][CH:22]=2)[C:33]=1[N:34]([C:47]([O:49][C:50]([CH3:53])([CH3:52])[CH3:51])=[O:48])[C:35]1[CH:36]=[CH:37][C:38]([N:41]2[CH2:42][CH2:43][O:44][CH2:45][CH2:46]2)=[CH:39][CH:40]=1)=[O:54]. The yield is 0.700. (9) The reactants are [C:1]1([C:7]2[CH:12]=[C:11]([C:13]3[CH:18]=[CH:17][CH:16]=[CH:15][CH:14]=3)[N:10]=[C:9]([O:19][CH2:20][CH2:21][CH2:22][CH2:23][C:24]([C:27]3[N:28]=[N:29][N:30]([CH2:32][CH2:33][CH2:34][CH2:35][C:36]([O:38]CC)=[O:37])[N:31]=3)([CH3:26])[CH3:25])[CH:8]=2)[CH:6]=[CH:5][CH:4]=[CH:3][CH:2]=1.[Li+].[OH-]. The catalyst is C1COCC1. The product is [C:1]1([C:7]2[CH:12]=[C:11]([C:13]3[CH:14]=[CH:15][CH:16]=[CH:17][CH:18]=3)[N:10]=[C:9]([O:19][CH2:20][CH2:21][CH2:22][CH2:23][C:24]([C:27]3[N:28]=[N:29][N:30]([CH2:32][CH2:33][CH2:34][CH2:35][C:36]([OH:38])=[O:37])[N:31]=3)([CH3:26])[CH3:25])[CH:8]=2)[CH:2]=[CH:3][CH:4]=[CH:5][CH:6]=1. The yield is 0.948. (10) The reactants are [NH:1]1[CH:5]=[N:4][C:3]([NH:6][C:7](=[O:14])OCC(Cl)(Cl)Cl)=[N:2]1.[C:15]1([C:21]2[N:25]=[C:24]([N:26]3[CH2:31][CH2:30][NH:29][CH2:28][CH2:27]3)[S:23][N:22]=2)[CH:20]=[CH:19][CH:18]=[CH:17][CH:16]=1.C(N(C(C)C)CC)(C)C.O. The catalyst is CS(C)=O. The product is [C:15]1([C:21]2[N:25]=[C:24]([N:26]3[CH2:31][CH2:30][N:29]([C:7]([NH:6][C:3]4[N:4]=[CH:5][NH:1][N:2]=4)=[O:14])[CH2:28][CH2:27]3)[S:23][N:22]=2)[CH:16]=[CH:17][CH:18]=[CH:19][CH:20]=1. The yield is 0.285.